This data is from Forward reaction prediction with 1.9M reactions from USPTO patents (1976-2016). The task is: Predict the product of the given reaction. (1) The product is: [Cl:23][C:17]1[CH:18]=[C:19]([F:22])[CH:20]=[CH:21][C:16]=1[CH:5]1[N:6]=[C:7]([C:9]2[C:14]([F:15])=[CH:13][CH:12]=[CH:11][N:10]=2)[NH:8][C:3]([CH2:2][N:30]2[CH2:35][CH2:34][O:33][CH2:32][CH:31]2[CH2:36][C:37]([OH:39])=[O:38])=[C:4]1[C:24]([O:26][CH2:27][CH3:28])=[O:25]. Given the reactants Br[CH2:2][C:3]1[NH:8][C:7]([C:9]2[C:14]([F:15])=[CH:13][CH:12]=[CH:11][N:10]=2)=[N:6][CH:5]([C:16]2[CH:21]=[CH:20][C:19]([F:22])=[CH:18][C:17]=2[Cl:23])[C:4]=1[C:24]([O:26][CH2:27][CH3:28])=[O:25].Cl.[NH:30]1[CH2:35][CH2:34][O:33][CH2:32][CH:31]1[CH2:36][C:37]([OH:39])=[O:38], predict the reaction product. (2) The product is: [F:21][CH:20]([F:22])[C:17]1[S:18][CH:19]=[C:15]([N:10]2[CH2:11][CH2:12][N:8]([C:3]3[CH:4]=[N:5][CH:6]=[CH:7][C:2]=3[CH3:1])[C:9]2=[O:13])[CH:16]=1. Given the reactants [CH3:1][C:2]1[CH:7]=[CH:6][N:5]=[CH:4][C:3]=1[N:8]1[CH2:12][CH2:11][NH:10][C:9]1=[O:13].Br[C:15]1[CH:16]=[C:17]([CH:20]([F:22])[F:21])[S:18][CH:19]=1.N[C@@H]1CCCC[C@H]1N.P([O-])([O-])([O-])=O.[K+].[K+].[K+], predict the reaction product.